From a dataset of PAMPA permeability data for FDA-approved drugs from NCATS. Regression/Classification. Given a drug SMILES string, predict its absorption, distribution, metabolism, or excretion properties. Task type varies by dataset: regression for continuous measurements (e.g., permeability, clearance, half-life) or binary classification for categorical outcomes (e.g., BBB penetration, CYP inhibition). Dataset: approved_pampa_ncats. (1) The compound is C=C[C@H]1CN2CC[C@H]1C[C@H]2[C@@H](C3=CC=NC4=CC=CC=C34)O. The result is 0 (low-to-moderate permeability). (2) The compound is C1=C2C(=C3C=C(C(=O)C(=C3OC2=C(C(=C1I)[O-])I)I)I)C4=C(C(=C(C(=C4Cl)Cl)Cl)Cl)C(=O)[O-]. The result is 1 (high permeability). (3) The molecule is CC1=CN(C(=O)NC1=O)[C@H]2C[C@@H]([C@H](O2)CO)N=[N+]=[N-]. The result is 1 (high permeability). (4) The compound is Cc1cc(N2CCN([C@@H]3CN[C@H](C(=O)N4CCSC4)C3)CC2)n(-c2ccccc2)n1. The result is 0 (low-to-moderate permeability). (5) The result is 0 (low-to-moderate permeability). The molecule is CC1=NN(c2ccc(C)c(C)c2)C(=O)/C1=N/Nc1cccc(-c2cccc(C(=O)O)c2)c1O. (6) The molecule is CC(C)(O)c1ccccc1CC[C@@H](SCC1(CC(=O)[O-])CC1)c1cccc(/C=C/c2ccc3ccc(Cl)cc3n2)c1. The result is 1 (high permeability). (7) The result is 1 (high permeability). The molecule is C1=CC(=CC=C1NC2=NC(=NC(=N2)N)N)[As](SCCN)SCCN. (8) The drug is Cn1c(=O)cc(N2CCC[C@@H](N)C2)n(Cc2ccccc2C#N)c1=O. The result is 1 (high permeability).